This data is from NCI-60 drug combinations with 297,098 pairs across 59 cell lines. The task is: Regression. Given two drug SMILES strings and cell line genomic features, predict the synergy score measuring deviation from expected non-interaction effect. Drug 1: CN(C)C1=NC(=NC(=N1)N(C)C)N(C)C. Drug 2: CC1=C(C(=O)C2=C(C1=O)N3CC4C(C3(C2COC(=O)N)OC)N4)N. Cell line: ACHN. Synergy scores: CSS=25.7, Synergy_ZIP=0.969, Synergy_Bliss=2.37, Synergy_Loewe=-46.7, Synergy_HSA=-0.548.